Dataset: Full USPTO retrosynthesis dataset with 1.9M reactions from patents (1976-2016). Task: Predict the reactants needed to synthesize the given product. (1) The reactants are: Cl[C:2]1[N:7]=[C:6]([CH3:8])[CH:5]=[CH:4][N:3]=1.O.[NH2:10][NH2:11]. Given the product [NH:10]([C:2]1[N:7]=[C:6]([CH3:8])[CH:5]=[CH:4][N:3]=1)[NH2:11], predict the reactants needed to synthesize it. (2) The reactants are: [F:1][C:2]1[CH:7]=[CH:6][C:5]([O:8][CH3:9])=[CH:4][C:3]=1[C:10]1[CH:15]=[CH:14][C:13]([CH:16]=[CH2:17])=[CH:12][CH:11]=1.[CH:18]1([CH:22]([C:28]2[CH:33]=[CH:32][C:31]([CH2:34]O)=[C:30]([OH:36])[CH:29]=2)[CH2:23][C:24]([O:26][CH3:27])=[O:25])[CH2:21][CH2:20][CH2:19]1. Given the product [CH:18]1([CH:22]([C:28]2[CH:29]=[C:30]3[C:31]([CH2:34][CH2:17][CH:16]([C:13]4[CH:12]=[CH:11][C:10]([C:3]5[CH:4]=[C:5]([O:8][CH3:9])[CH:6]=[CH:7][C:2]=5[F:1])=[CH:15][CH:14]=4)[O:36]3)=[CH:32][CH:33]=2)[CH2:23][C:24]([O:26][CH3:27])=[O:25])[CH2:19][CH2:20][CH2:21]1, predict the reactants needed to synthesize it.